From a dataset of Forward reaction prediction with 1.9M reactions from USPTO patents (1976-2016). Predict the product of the given reaction. (1) Given the reactants [CH3:1][C:2]1[CH:7]=[CH:6][C:5]([N+:8]([O-])=O)=[CH:4][C:3]=1[NH:11][C:12](=[O:29])[N:13]([C:15]1[N:20]=[CH:19][N:18]=[C:17]([NH:21][C:22](=[O:28])[O:23][C:24]([CH3:27])([CH3:26])[CH3:25])[CH:16]=1)[CH3:14], predict the reaction product. The product is: [NH2:8][C:5]1[CH:6]=[CH:7][C:2]([CH3:1])=[C:3]([NH:11][C:12](=[O:29])[N:13]([C:15]2[N:20]=[CH:19][N:18]=[C:17]([NH:21][C:22](=[O:28])[O:23][C:24]([CH3:25])([CH3:26])[CH3:27])[CH:16]=2)[CH3:14])[CH:4]=1. (2) The product is: [F:13][C:12]1[CH:11]=[C:10]([S:14]([N:17]2[CH2:22][CH2:21][CH2:20][CH2:19][CH2:18]2)(=[O:16])=[O:15])[C:9]([F:23])=[CH:8][C:7]=1[B:24]([OH:29])[OH:25]. Given the reactants C([Li])CCC.Br[C:7]1[C:12]([F:13])=[CH:11][C:10]([S:14]([N:17]2[CH2:22][CH2:21][CH2:20][CH2:19][CH2:18]2)(=[O:16])=[O:15])=[C:9]([F:23])[CH:8]=1.[B:24](OC(C)C)([O:29]C(C)C)[O:25]C(C)C.Cl, predict the reaction product. (3) Given the reactants [Br:1][C:2]1[CH:7]=[CH:6][C:5]([C:8]2[C:12]3[CH:13]=[CH:14][C:15]([O:17][CH2:18][CH2:19][CH2:20]Br)=[CH:16][C:11]=3[S:10][N:9]=2)=[CH:4][CH:3]=1.[NH:22]1[CH2:27][CH2:26][O:25][CH2:24][CH2:23]1, predict the reaction product. The product is: [Br:1][C:2]1[CH:7]=[CH:6][C:5]([C:8]2[C:12]3[CH:13]=[CH:14][C:15]([O:17][CH2:18][CH2:19][CH2:20][N:22]4[CH2:27][CH2:26][O:25][CH2:24][CH2:23]4)=[CH:16][C:11]=3[S:10][N:9]=2)=[CH:4][CH:3]=1. (4) Given the reactants [O:1]1[C:5]2[CH:6]=[CH:7][CH:8]=[CH:9][C:4]=2[CH:3]=[C:2]1[C:10]1[C:18]2[C:17]([O:19][CH:20]3[CH2:25][CH2:24][CH:23]([NH:26][CH3:27])[CH2:22][CH2:21]3)=[N:16][CH:15]=[N:14][C:13]=2[S:12][CH:11]=1.C=O.[BH3-][C:31]#N.[Na+], predict the reaction product. The product is: [O:1]1[C:5]2[CH:6]=[CH:7][CH:8]=[CH:9][C:4]=2[CH:3]=[C:2]1[C:10]1[C:18]2[C:17]([O:19][CH:20]3[CH2:21][CH2:22][CH:23]([N:26]([CH3:31])[CH3:27])[CH2:24][CH2:25]3)=[N:16][CH:15]=[N:14][C:13]=2[S:12][CH:11]=1. (5) Given the reactants [CH3:1][C:2](=[CH:4][CH2:5][CH2:6][C:7](=[CH:9][CH:10]=[O:11])[CH3:8])[CH3:3].FC(F)(F)C(O)=O.[H][H], predict the reaction product. The product is: [CH3:1][C:2](=[CH:4][CH2:5][CH2:6][CH:7]([CH2:9][CH:10]=[O:11])[CH3:8])[CH3:3]. (6) Given the reactants Br[C:2]1[CH:3]=[C:4]2[C:9](=[CH:10][CH:11]=1)[CH:8]=[C:7]([O:12][Si:13]([C:16]([CH3:19])([CH3:18])[CH3:17])([CH3:15])[CH3:14])[CH:6]=[CH:5]2.[CH2:20]([NH:24][C:25](=[O:34])[O:26][CH2:27][C:28]1[CH:33]=[CH:32][CH:31]=[CH:30][CH:29]=1)[CH2:21][C:22]#[CH:23].C(N(CC)CC)C, predict the reaction product. The product is: [Si:13]([O:12][C:7]1[CH:8]=[C:9]2[C:4](=[CH:5][CH:6]=1)[CH:3]=[C:2]([C:23]#[C:22][CH2:21][CH2:20][NH:24][C:25](=[O:34])[O:26][CH2:27][C:28]1[CH:33]=[CH:32][CH:31]=[CH:30][CH:29]=1)[CH:11]=[CH:10]2)([C:16]([CH3:19])([CH3:18])[CH3:17])([CH3:15])[CH3:14].